Dataset: Catalyst prediction with 721,799 reactions and 888 catalyst types from USPTO. Task: Predict which catalyst facilitates the given reaction. (1) Reactant: [C:1]([N:5]1[C:9]([C:10]2[CH:15]=[CH:14][C:13]([F:16])=[CH:12][CH:11]=2)=[C:8]([C:17]2[S:18][CH:19]=[C:20]([CH2:22][NH:23]C(=O)O)[N:21]=2)[CH:7]=[N:6]1)([CH3:4])([CH3:3])[CH3:2]. Product: [C:1]([N:5]1[C:9]([C:10]2[CH:11]=[CH:12][C:13]([F:16])=[CH:14][CH:15]=2)=[C:8]([C:17]2[S:18][CH:19]=[C:20]([CH2:22][NH2:23])[N:21]=2)[CH:7]=[N:6]1)([CH3:4])([CH3:3])[CH3:2]. The catalyst class is: 67. (2) Reactant: [Br:1][C:2]1[C:3]([NH:9][CH:10]=[N:11]O)=[N:4][C:5]([Br:8])=[CH:6][N:7]=1.C([O-])(O)=O.[Na+]. Product: [Br:8][C:5]1[N:4]2[N:11]=[CH:10][N:9]=[C:3]2[C:2]([Br:1])=[N:7][CH:6]=1. The catalyst class is: 6. (3) Reactant: N1C=CC=CC=1.[CH:7]1([NH:13][C:14]2[N:19]3[N:20]=[C:21]([NH2:23])[N:22]=[C:18]3[CH:17]=[CH:16][CH:15]=2)[CH2:12][CH2:11][CH2:10][CH2:9][CH2:8]1.Cl.Cl[CH2:26][C:27]1[N:32]=[CH:31][C:30]([C:33](Cl)=[O:34])=[CH:29][CH:28]=1.[NH:36]1[CH2:41][CH2:40][O:39][CH2:38][CH2:37]1. Product: [CH:7]1([NH:13][C:14]2[N:19]3[N:20]=[C:21]([NH:23][C:33](=[O:34])[C:30]4[CH:29]=[CH:28][C:27]([CH2:26][N:36]5[CH2:41][CH2:40][O:39][CH2:38][CH2:37]5)=[N:32][CH:31]=4)[N:22]=[C:18]3[CH:17]=[CH:16][CH:15]=2)[CH2:8][CH2:9][CH2:10][CH2:11][CH2:12]1. The catalyst class is: 168. (4) Reactant: C(O)(C(F)(F)F)=O.[CH3:8][O:9][C:10]1[CH:27]=[CH:26][C:13]([CH2:14][C:15]2[N:19]=[C:18]([CH:20]3[CH2:25][CH2:24][NH:23][CH2:22][CH2:21]3)[O:17][N:16]=2)=[CH:12][CH:11]=1.[C:28]([N:36]1[CH2:41][CH2:40][C:39]([CH2:48][CH:49]=O)([C:42]2[CH:47]=[CH:46][CH:45]=[CH:44][CH:43]=2)[CH2:38][CH2:37]1)(=[O:35])[C:29]1[CH:34]=[CH:33][CH:32]=[CH:31][CH:30]=1.[BH-](OC(C)=O)(OC(C)=O)OC(C)=O.[Na+].C([O-])(O)=O.[Na+].C([O-])=O. The catalyst class is: 2. Product: [C:28]([N:36]1[CH2:37][CH2:38][C:39]([CH2:48][CH2:49][N:23]2[CH2:24][CH2:25][CH:20]([C:18]3[O:17][N:16]=[C:15]([CH2:14][C:13]4[CH:12]=[CH:11][C:10]([O:9][CH3:8])=[CH:27][CH:26]=4)[N:19]=3)[CH2:21][CH2:22]2)([C:42]2[CH:47]=[CH:46][CH:45]=[CH:44][CH:43]=2)[CH2:40][CH2:41]1)(=[O:35])[C:29]1[CH:30]=[CH:31][CH:32]=[CH:33][CH:34]=1. (5) Reactant: [CH3:1][C:2]1[CH:7]=[C:6]([NH:8][C:9]([C:11]2[N:12]=[C:13]([CH3:17])[S:14][C:15]=2[NH2:16])=[O:10])[CH:5]=[CH:4][N:3]=1.C1(P(C2C=CC=CC=2)C2C3OC4C(=CC=CC=4P(C4C=CC=CC=4)C4C=CC=CC=4)C(C)(C)C=3C=CC=2)C=CC=CC=1.Br[C:61]1[CH:62]=[N:63][CH:64]=[C:65]([C:67]([F:70])([F:69])[F:68])[CH:66]=1.C(=O)([O-])[O-].[Cs+].[Cs+]. Product: [CH3:1][C:2]1[CH:7]=[C:6]([NH:8][C:9]([C:11]2[N:12]=[C:13]([CH3:17])[S:14][C:15]=2[NH:16][C:61]2[CH:62]=[N:63][CH:64]=[C:65]([C:67]([F:70])([F:69])[F:68])[CH:66]=2)=[O:10])[CH:5]=[CH:4][N:3]=1. The catalyst class is: 523. (6) Reactant: [CH2:1]([O:8][C:9]1[CH:16]=[CH:15][C:12]([CH:13]=O)=[C:11]([O:17][CH:18]([CH3:20])[CH3:19])[CH:10]=1)[C:2]1[CH:7]=[CH:6][CH:5]=[CH:4][CH:3]=1.[C:21]([CH:26]=P(C1C=CC=CC=1)(C1C=CC=CC=1)C1C=CC=CC=1)([O:23][CH2:24][CH3:25])=[O:22]. Product: [CH2:1]([O:8][C:9]1[CH:16]=[CH:15][C:12](/[CH:13]=[CH:26]/[C:21]([O:23][CH2:24][CH3:25])=[O:22])=[C:11]([O:17][CH:18]([CH3:20])[CH3:19])[CH:10]=1)[C:2]1[CH:7]=[CH:6][CH:5]=[CH:4][CH:3]=1. The catalyst class is: 11. (7) Reactant: [CH:1]1([C:4]2[N:8](C(OC(C)(C)C)=O)[C:7]3[CH:16]=[C:17]([C:22]4[C:23]([CH3:28])=[N:24][O:25][C:26]=4[CH3:27])[CH:18]=[C:19]([CH:20]=O)[C:6]=3[N:5]=2)[CH2:3][CH2:2]1.[CH3:29][NH2:30].C(OC(OCC)OCC)C.[C:41]1([S:47]([CH:50]2[CH2:54][C:53](=[O:55])OC2=O)(=[O:49])=[O:48])[CH:46]=[CH:45][CH:44]=[CH:43][CH:42]=1.C(=O)([O-])[O-].[K+].[K+]. Product: [CH:1]1([C:4]2[NH:8][C:7]3[CH:16]=[C:17]([C:22]4[C:23]([CH3:28])=[N:24][O:25][C:26]=4[CH3:27])[CH:18]=[C:19]([C@H:20]4[N:30]([CH3:29])[C:53](=[O:55])[CH2:54][C@@H:50]4[S:47]([C:41]4[CH:46]=[CH:45][CH:44]=[CH:43][CH:42]=4)(=[O:49])=[O:48])[C:6]=3[N:5]=2)[CH2:2][CH2:3]1. The catalyst class is: 6.